This data is from Forward reaction prediction with 1.9M reactions from USPTO patents (1976-2016). The task is: Predict the product of the given reaction. (1) Given the reactants CS(O[C@H:6]1[CH2:11][CH2:10][C@@H:9]([N:12]2[C:16]3=[N:17][CH:18]=[N:19][C:20]([NH2:21])=[C:15]3[C:14]([I:22])=[N:13]2)[CH2:8][CH2:7]1)(=O)=O.[H-].[Na+].[NH:25]1[CH:29]=[CH:28][CH:27]=[N:26]1, predict the reaction product. The product is: [I:22][C:14]1[C:15]2[C:16](=[N:17][CH:18]=[N:19][C:20]=2[NH2:21])[N:12]([C@H:9]2[CH2:10][CH2:11][C@H:6]([N:25]3[CH:29]=[CH:28][CH:27]=[N:26]3)[CH2:7][CH2:8]2)[N:13]=1. (2) Given the reactants [C:1]1(=[O:22])[N:5]([O:6][C:7]([C:9]2[C:10](=[O:20])[O:11][C:12]3[C:17]([CH:18]=2)=[CH:16][CH:15]=[C:14]([OH:19])[CH:13]=3)=[O:8])[C:4](=[O:21])[CH2:3][CH2:2]1.[C:23](=O)([O-])[O-:24].[K+].[K+].[CH2:40](C(OC(Cl)[CH2:40][C:41]1[CH:46]=[CH:45][CH:44]=[CH:43][CH:42]=1)Cl)[C:41]1[CH:46]=[CH:45][CH:44]=[CH:43][CH:42]=1.O1C2C(=CC=CC=2)C=CC1=O, predict the reaction product. The product is: [C:4]1(=[O:21])[N:5]([O:6][C:7]([C:9]2[C:10](=[O:20])[O:11][C:12]3[C:17]([CH:18]=2)=[CH:16][CH:15]=[C:14]([O:19][CH2:23][O:24][CH2:40][C:41]2[CH:42]=[CH:43][CH:44]=[CH:45][CH:46]=2)[CH:13]=3)=[O:8])[C:1](=[O:22])[CH2:2][CH2:3]1. (3) Given the reactants [Cl:1][C:2]1[N:7]=[N:6][C:5]([NH2:8])=[CH:4][CH:3]=1.FC(F)(F)C(O[Si](C)(C)C)=O.[CH2:20](OC(OCC)OCC)C.[N:30]([Si](C)(C)C)=[N+:31]=[N-:32], predict the reaction product. The product is: [Cl:1][C:2]1[N:7]=[N:6][C:5]([N:8]2[CH:20]=[N:30][N:31]=[N:32]2)=[CH:4][CH:3]=1. (4) Given the reactants [CH3:1][O:2][C:3](=[O:19])[C:4]([C:6]1[C:7]([Br:18])=[CH:8][CH:9]=[C:10]2[C:15]=1[N:14]=[C:13]([O:16][CH3:17])[CH:12]=[CH:11]2)=[CH2:5].[O:20]1[C:29]2[CH:28]=[C:27]([CH2:30][N:31]([CH:39]3[CH2:44][CH2:43][NH:42][CH2:41][CH2:40]3)[C:32](=[O:38])[O:33][C:34]([CH3:37])([CH3:36])[CH3:35])[N:26]=[CH:25][C:24]=2[O:23][CH2:22][CH2:21]1, predict the reaction product. The product is: [Br:18][C:7]1[C:6]([CH:4]([CH2:5][N:42]2[CH2:41][CH2:40][CH:39]([N:31]([CH2:30][C:27]3[N:26]=[CH:25][C:24]4[O:23][CH2:22][CH2:21][O:20][C:29]=4[CH:28]=3)[C:32]([O:33][C:34]([CH3:35])([CH3:36])[CH3:37])=[O:38])[CH2:44][CH2:43]2)[C:3]([O:2][CH3:1])=[O:19])=[C:15]2[C:10]([CH:11]=[CH:12][C:13]([O:16][CH3:17])=[N:14]2)=[CH:9][CH:8]=1. (5) Given the reactants [CH2:1]([NH:3][C:4]1[C:5]([NH2:14])=[CH:6][C:7]([C:10]([F:13])([F:12])[F:11])=[CH:8][CH:9]=1)[CH3:2].Cl.[C:16](Cl)(=O)[C:17]1[CH:22]=[CH:21][N:20]=[CH:19][CH:18]=1.N1C=CC=CC=1.CCN=C=NCCCN(C)C, predict the reaction product. The product is: [CH2:1]([N:3]1[C:4]2[CH:9]=[CH:8][C:7]([C:10]([F:11])([F:13])[F:12])=[CH:6][C:5]=2[N:14]=[C:16]1[C:17]1[CH:22]=[CH:21][N:20]=[CH:19][CH:18]=1)[CH3:2].